From a dataset of Forward reaction prediction with 1.9M reactions from USPTO patents (1976-2016). Predict the product of the given reaction. (1) Given the reactants [C:1]([CH:3]1[CH2:8][CH2:7][N:6]([CH2:9][CH2:10][C:11]2[CH:16]=[CH:15][C:14]([F:17])=[CH:13][CH:12]=2)[CH2:5][CH2:4]1)#N.CC(C[AlH]CC(C)C)C.Cl.[OH-:28].[Na+], predict the reaction product. The product is: [F:17][C:14]1[CH:15]=[CH:16][C:11]([CH2:10][CH2:9][N:6]2[CH2:7][CH2:8][CH:3]([CH:1]=[O:28])[CH2:4][CH2:5]2)=[CH:12][CH:13]=1. (2) Given the reactants [Br:1][C:2]1[C:7]([NH2:8])=[C:6]([O:9][CH3:10])[CH:5]=[CH:4][N:3]=1.Cl[C:12]([O:14][CH2:15][CH3:16])=[O:13], predict the reaction product. The product is: [CH2:15]([O:14][C:12](=[O:13])[NH:8][C:7]1[C:2]([Br:1])=[N:3][CH:4]=[CH:5][C:6]=1[O:9][CH3:10])[CH3:16]. (3) Given the reactants [CH2:1]([C@:3]1([OH:23])[CH2:8][CH2:7][C@H:6]2[C@H:9]3[C@H:18]([C@@H:19](F)[CH2:20][C@:4]12[CH3:5])[C@@H:17]1[C:12](=[CH:13][C:14](=[O:22])[CH2:15][CH2:16]1)[CH2:11][CH2:10]3)C.C([Mg]Br)C.C([C@@H]1CC2[C@H](CCC(=O)C=2)[C@@H]2[C@@H]1[C@H]1[C@@](C[C@@H]2F)(C)C(=O)CC1)C.C(Cl)(Cl)[Cl:52], predict the reaction product. The product is: [Cl:52][C@H:10]1[CH2:11][C@@:12]2([CH3:13])[C@@H:17]([CH2:16][CH2:15][C@@H:14]2[OH:22])[C@H:18]2[C@H:9]1[C@@H:6]1[C:4]([CH2:5][C@H:19]2[CH3:20])=[CH:1][C:3](=[O:23])[CH2:8][CH2:7]1. (4) Given the reactants [B:1](O)(O)O.[Zr:5].[Mg], predict the reaction product. The product is: [B:1].[B:1].[B:1].[B:1].[B:1].[B:1].[B:1].[B:1].[B:1].[B:1].[B:1].[B:1].[Zr:5]. (5) Given the reactants C([Li])CCC.Br[C:7]1[CH:8]=[CH:9][C:10]([O:17][CH2:18][C:19]([CH3:22])([CH3:21])[CH3:20])=[C:11]([C:13]([F:16])([F:15])[F:14])[CH:12]=1.[B:23](OC(C)C)([O:28]C(C)C)[O:24]C(C)C.Cl, predict the reaction product. The product is: [CH3:20][C:19]([CH3:22])([CH3:21])[CH2:18][O:17][C:10]1[CH:9]=[CH:8][C:7]([B:23]([OH:28])[OH:24])=[CH:12][C:11]=1[C:13]([F:16])([F:15])[F:14]. (6) Given the reactants [NH2:1][C@@H:2]([CH2:4][OH:5])[CH3:3].CCN(C(C)C)C(C)C.[F:15][C:16]1[CH:21]=[CH:20][C:19]([NH:22][C:23]([C:25]2[N:29]([CH3:30])[CH:28]=[C:27]([S:31](Cl)(=[O:33])=[O:32])[CH:26]=2)=[O:24])=[CH:18][C:17]=1[CH3:35], predict the reaction product. The product is: [F:15][C:16]1[CH:21]=[CH:20][C:19]([NH:22][C:23]([C:25]2[N:29]([CH3:30])[CH:28]=[C:27]([S:31](=[O:33])(=[O:32])[NH:1][C@H:2]([CH3:3])[CH2:4][OH:5])[CH:26]=2)=[O:24])=[CH:18][C:17]=1[CH3:35]. (7) Given the reactants Br[C:2]1[C:11]2[C:6](=[CH:7][C:8]([O:14][CH3:15])=[C:9]([O:12][CH3:13])[CH:10]=2)[N:5]=[N:4][CH:3]=1.[CH2:16]1[C:25]2[C:20](=[CH:21][CH:22]=[CH:23][CH:24]=2)[CH2:19][CH2:18][NH:17]1.CC1(C)C2C=CC=C(P(C3C=CC=CC=3)C3C=CC=CC=3)C=2OC2C1=CC=CC=2P(C1C=CC=CC=1)C1C=CC=CC=1.CC(C)([O-])C.[Na+], predict the reaction product. The product is: [CH2:16]1[C:25]2[C:20](=[CH:21][CH:22]=[CH:23][CH:24]=2)[CH2:19][CH2:18][N:17]1[C:2]1[C:11]2[C:6](=[CH:7][C:8]([O:14][CH3:15])=[C:9]([O:12][CH3:13])[CH:10]=2)[N:5]=[N:4][CH:3]=1.